This data is from Forward reaction prediction with 1.9M reactions from USPTO patents (1976-2016). The task is: Predict the product of the given reaction. (1) The product is: [CH3:10][N:5]1[C:4](=[O:11])[C:3]([N+:12]([O-:14])=[O:13])=[C:2]([CH:1]=[CH:21][C:23]2[CH:31]=[CH:30][C:26]([C:27]([OH:29])=[O:28])=[CH:25][CH:24]=2)[N:7]([CH3:8])[C:6]1=[O:9]. Given the reactants [CH3:1][C:2]1[N:7]([CH3:8])[C:6](=[O:9])[N:5]([CH3:10])[C:4](=[O:11])[C:3]=1[N+:12]([O-:14])=[O:13].N1CCCCC1.[CH:21]([C:23]1[CH:31]=[CH:30][C:26]([C:27]([OH:29])=[O:28])=[CH:25][CH:24]=1)=O, predict the reaction product. (2) Given the reactants [NH2:1][C:2]1[N:3]=[N:4][C:5]([C:15]2[CH:20]=[CH:19][C:18]([CH3:21])=[CH:17][CH:16]=2)=[C:6]([C:8]2[CH:13]=[CH:12][C:11]([CH3:14])=[CH:10][CH:9]=2)[N:7]=1.[CH3:22][S:23]([O:26]C)(=[O:25])=[O:24], predict the reaction product. The product is: [S:23]([OH:26])(=[O:25])(=[O:24])[CH3:22].[NH2:1][C:2]1[N:3]([CH3:22])[NH:4][C:5]([C:15]2[CH:16]=[CH:17][C:18]([CH3:21])=[CH:19][CH:20]=2)=[C:6]([C:8]2[CH:9]=[CH:10][C:11]([CH3:14])=[CH:12][CH:13]=2)[N:7]=1.